From a dataset of Reaction yield outcomes from USPTO patents with 853,638 reactions. Predict the reaction yield, written as a fraction of the theoretical maximum amount of product (1.0 means a 100% yield; for example, 0.34 means a 34% yield). The reactants are [CH3:1][S:2]([CH2:5][CH2:6][NH2:7])(=[O:4])=[O:3].Cl[C:9]1[N:14]=[C:13]([C:15]2[S:19][C:18]([CH:20]([CH3:22])[CH3:21])=[N:17][C:16]=2[C:23]2[CH:24]=[C:25]([NH:29][S:30]([C:33]3[O:34][CH:35]=[CH:36][CH:37]=3)(=[O:32])=[O:31])[CH:26]=[CH:27][CH:28]=2)[CH:12]=[CH:11][N:10]=1.C(OCC)C. The catalyst is C(Cl)Cl.Cl. The product is [CH3:22][CH:20]([C:18]1[S:19][C:15]([C:13]2[CH:12]=[CH:11][N:10]=[C:9]([NH:7][CH2:6][CH2:5][S:2]([CH3:1])(=[O:4])=[O:3])[N:14]=2)=[C:16]([C:23]2[CH:24]=[C:25]([NH:29][S:30]([C:33]3[O:34][CH:35]=[CH:36][CH:37]=3)(=[O:32])=[O:31])[CH:26]=[CH:27][CH:28]=2)[N:17]=1)[CH3:21]. The yield is 0.200.